From a dataset of NCI-60 drug combinations with 297,098 pairs across 59 cell lines. Regression. Given two drug SMILES strings and cell line genomic features, predict the synergy score measuring deviation from expected non-interaction effect. (1) Drug 1: CC(C1=C(C=CC(=C1Cl)F)Cl)OC2=C(N=CC(=C2)C3=CN(N=C3)C4CCNCC4)N. Drug 2: C1=NC2=C(N=C(N=C2N1C3C(C(C(O3)CO)O)O)F)N. Cell line: SNB-75. Synergy scores: CSS=-0.686, Synergy_ZIP=-0.247, Synergy_Bliss=-1.78, Synergy_Loewe=-3.91, Synergy_HSA=-3.15. (2) Drug 2: C1CCC(C(C1)N)N.C(=O)(C(=O)[O-])[O-].[Pt+4]. Drug 1: C1=NC2=C(N=C(N=C2N1C3C(C(C(O3)CO)O)O)F)N. Synergy scores: CSS=24.7, Synergy_ZIP=-3.56, Synergy_Bliss=-3.15, Synergy_Loewe=-0.601, Synergy_HSA=2.14. Cell line: MDA-MB-231.